This data is from Forward reaction prediction with 1.9M reactions from USPTO patents (1976-2016). The task is: Predict the product of the given reaction. (1) Given the reactants [N+:1]([C:4]1[CH:5]=[C:6]([CH:27]=[CH:28][CH:29]=1)[C:7]([NH:9][CH2:10][C:11]([NH:13][CH:14]([C:21]1[CH:26]=[CH:25][CH:24]=[CH:23][CH:22]=1)[CH2:15][C:16]([O:18][CH2:19][CH3:20])=[O:17])=[O:12])=[O:8])([O-])=O.[Sn](Cl)Cl.C([O-])(O)=O.[Na+], predict the reaction product. The product is: [NH2:1][C:4]1[CH:5]=[C:6]([CH:27]=[CH:28][CH:29]=1)[C:7]([NH:9][CH2:10][C:11]([NH:13][CH:14]([C:21]1[CH:26]=[CH:25][CH:24]=[CH:23][CH:22]=1)[CH2:15][C:16]([O:18][CH2:19][CH3:20])=[O:17])=[O:12])=[O:8]. (2) Given the reactants [CH2:1]([O:8][N:9]1[C:14]2[N:15]=[CH:16][N:17]=[C:18]([CH3:19])[C:13]=2[C:12](O)=[C:11]([C:21]([O:23][CH2:24][CH3:25])=[O:22])[C:10]1=[O:26])[C:2]1[CH:7]=[CH:6][CH:5]=[CH:4][CH:3]=1.C([N:29]([CH2:32][CH3:33])CC)C, predict the reaction product. The product is: [CH2:32]([NH:29][C:12]1[C:13]2[C:18]([CH3:19])=[N:17][CH:16]=[N:15][C:14]=2[N:9]([O:8][CH2:1][C:2]2[CH:7]=[CH:6][CH:5]=[CH:4][CH:3]=2)[C:10](=[O:26])[C:11]=1[C:21]([O:23][CH2:24][CH3:25])=[O:22])[C:33]1[CH:6]=[CH:7][CH:2]=[CH:3][CH:4]=1. (3) Given the reactants [Cl:1][C:2]1[CH:3]=[CH:4][C:5]([C:23]#[N:24])=[C:6]([C:8]2[C:13]([O:14][CH3:15])=[CH:12][N:11]([CH:16]([CH2:20][CH3:21])[C:17]([OH:19])=O)[C:10](=[O:22])[CH:9]=2)[CH:7]=1.[NH2:25][C:26]1[CH:34]=[C:33]2[C:29]([C:30](=[O:35])[NH:31][NH:32]2)=[C:28]([F:36])[CH:27]=1, predict the reaction product. The product is: [Cl:1][C:2]1[CH:3]=[CH:4][C:5]([C:23]#[N:24])=[C:6]([C:8]2[C:13]([O:14][CH3:15])=[CH:12][N:11]([CH:16]([CH2:20][CH3:21])[C:17]([NH:25][C:26]3[CH:34]=[C:33]4[C:29]([C:30](=[O:35])[NH:31][NH:32]4)=[C:28]([F:36])[CH:27]=3)=[O:19])[C:10](=[O:22])[CH:9]=2)[CH:7]=1. (4) Given the reactants Br[CH2:2][CH:3]1[CH:5]([CH3:6])[O:4]1.[NH2:7][CH:8]([C:15]1[CH:20]=[CH:19][CH:18]=[CH:17][CH:16]=1)[C:9]1[CH:14]=[CH:13][CH:12]=[CH:11][CH:10]=1, predict the reaction product. The product is: [CH:8]([N:7]1[CH2:2][C@@H:3]([OH:4])[C@@H:5]1[CH3:6])([C:15]1[CH:16]=[CH:17][CH:18]=[CH:19][CH:20]=1)[C:9]1[CH:14]=[CH:13][CH:12]=[CH:11][CH:10]=1. (5) Given the reactants [I:1][C:2]1[CH:10]=[CH:9][C:5]([C:6](Cl)=[O:7])=[CH:4][CH:3]=1.C(N(CC)CC)C.[CH2:18]([N:25]1[CH2:29][CH2:28][C@H:27]([NH2:30])[CH2:26]1)[C:19]1[CH:24]=[CH:23][CH:22]=[CH:21][CH:20]=1.O, predict the reaction product. The product is: [I:1][C:2]1[CH:10]=[CH:9][C:5]([C:6]([NH:30][C@H:27]2[CH2:28][CH2:29][N:25]([CH2:18][C:19]3[CH:24]=[CH:23][CH:22]=[CH:21][CH:20]=3)[CH2:26]2)=[O:7])=[CH:4][CH:3]=1. (6) Given the reactants O=P(Cl)(Cl)Cl.[F:6][C:7]([F:30])([F:29])[C:8]([N:10]1[CH2:28][CH2:27][C:13]2([C:18]3=[C:19]([CH3:22])[CH:20]=[CH:21][N:17]3[C:16]3[CH:23]=[CH:24][CH:25]=[CH:26][C:15]=3[O:14]2)[CH2:12][CH2:11]1)=[O:9].[OH-].[Na+].CN([CH:36]=[O:37])C, predict the reaction product. The product is: [CH3:22][C:19]1[CH:20]=[C:21]([CH:36]=[O:37])[N:17]2[C:18]=1[C:13]1([CH2:27][CH2:28][N:10]([C:8](=[O:9])[C:7]([F:6])([F:29])[F:30])[CH2:11][CH2:12]1)[O:14][C:15]1[CH:26]=[CH:25][CH:24]=[CH:23][C:16]2=1. (7) Given the reactants [Cl:1][C:2]1[CH:7]=[C:6]([Cl:8])[CH:5]=[C:4]([Cl:9])[C:3]=1[N:10]1[C:14]2=[N:15][C:16]([CH2:20][C:21]3[CH:26]=[CH:25][C:24](Br)=[CH:23][CH:22]=3)=[N:17][C:18](=[O:19])[C:13]2=[C:12]([CH2:28][CH3:29])[NH:11]1.[CH3:30][O:31][C:32]1[CH:37]=[CH:36][C:35](B(O)O)=[CH:34][CH:33]=1.C([O-])([O-])=O.[Na+].[Na+].O, predict the reaction product. The product is: [Cl:1][C:2]1[CH:7]=[C:6]([Cl:8])[CH:5]=[C:4]([Cl:9])[C:3]=1[N:10]1[C:14]2=[N:15][C:16]([CH2:20][C:21]3[CH:26]=[CH:25][C:24]([C:35]4[CH:36]=[CH:37][C:32]([O:31][CH3:30])=[CH:33][CH:34]=4)=[CH:23][CH:22]=3)=[N:17][C:18](=[O:19])[C:13]2=[C:12]([CH2:28][CH3:29])[NH:11]1.